This data is from Catalyst prediction with 721,799 reactions and 888 catalyst types from USPTO. The task is: Predict which catalyst facilitates the given reaction. (1) Reactant: [F:1][C:2]([F:21])([C:8]1[CH:13]=[CH:12][C:11]([F:14])=[CH:10][C:9]=1[O:15][CH2:16][C:17]([F:20])([F:19])[F:18])[C:3]([O:5]CC)=[O:4].CO.O.[OH-].[Li+]. Product: [F:21][C:2]([F:1])([C:8]1[CH:13]=[CH:12][C:11]([F:14])=[CH:10][C:9]=1[O:15][CH2:16][C:17]([F:18])([F:20])[F:19])[C:3]([OH:5])=[O:4]. The catalyst class is: 30. (2) Reactant: [CH3:1][O:2][C:3]1[CH:8]=[CH:7][C:6]([S:9](Cl)(=[O:11])=[O:10])=[CH:5][CH:4]=1.[F-:13].[K+]. Product: [CH3:1][O:2][C:3]1[CH:8]=[CH:7][C:6]([S:9]([F:13])(=[O:11])=[O:10])=[CH:5][CH:4]=1. The catalyst class is: 10. (3) Reactant: C([O:3][C:4](=[O:27])[CH2:5][C:6]1[CH:7]=[N:8][N:9]([CH2:12][C:13]2[CH:18]=[C:17]([Br:19])[CH:16]=[CH:15][C:14]=2[O:20][CH2:21][CH:22]([CH2:25][CH3:26])[CH2:23][CH3:24])[C:10]=1[CH3:11])C.[Li+].[OH-].O. The catalyst class is: 36. Product: [Br:19][C:17]1[CH:16]=[CH:15][C:14]([O:20][CH2:21][CH:22]([CH2:25][CH3:26])[CH2:23][CH3:24])=[C:13]([CH:18]=1)[CH2:12][N:9]1[C:10]([CH3:11])=[C:6]([CH2:5][C:4]([OH:27])=[O:3])[CH:7]=[N:8]1. (4) Reactant: [F:1][C:2]1[CH:7]=[CH:6][C:5]([CH:8]([C:10]2[N:19]=[C:18]([NH:20][C:21]3[CH:25]=[C:24]([CH3:26])[NH:23][N:22]=3)[C:17]3[C:12](=[CH:13][CH:14]=[CH:15][CH:16]=3)[N:11]=2)[OH:9])=[CH:4][CH:3]=1.C(S(O)(=O)=O)C. Product: [F:1][C:2]1[CH:7]=[CH:6][C:5]([C@H:8]([C:10]2[N:19]=[C:18]([NH:20][C:21]3[CH:25]=[C:24]([CH3:26])[NH:23][N:22]=3)[C:17]3[C:12](=[CH:13][CH:14]=[CH:15][CH:16]=3)[N:11]=2)[OH:9])=[CH:4][CH:3]=1. The catalyst class is: 8. (5) Reactant: [N:1]1[N:5]2[CH2:6][CH2:7][CH2:8][NH:9][C:4]2=[C:3]([C:10]#[N:11])[CH:2]=1.[C:12]1([C:18](Cl)([C:25]2[CH:30]=[CH:29][CH:28]=[CH:27][CH:26]=2)[C:19]2[CH:24]=[CH:23][CH:22]=[CH:21][CH:20]=2)[CH:17]=[CH:16][CH:15]=[CH:14][CH:13]=1. Product: [C:12]1([C:18]([C:19]2[CH:20]=[CH:21][CH:22]=[CH:23][CH:24]=2)([C:25]2[CH:26]=[CH:27][CH:28]=[CH:29][CH:30]=2)[N:9]2[CH2:8][CH2:7][CH2:6][N:5]3[N:1]=[CH:2][C:3]([C:10]#[N:11])=[C:4]23)[CH:13]=[CH:14][CH:15]=[CH:16][CH:17]=1. The catalyst class is: 17. (6) Reactant: [S:1](=[O:39])(=[O:38])([O:3][CH2:4][C@@H:5]1[CH2:9][C@@H:8]([O:10][C:11]2[CH:16]=[CH:15][N:14]=[C:13]([NH:17][C@@H:18]3[C:26]4[C:21](=[CH:22][C:23]([Cl:27])=[CH:24][CH:25]=4)[C:20]([CH3:29])([CH3:28])[CH2:19]3)[CH:12]=2)[CH2:7][C@@H:6]1[O:30][Si](C(C)(C)C)(C)C)[NH2:2]. Product: [S:1](=[O:39])(=[O:38])([O:3][CH2:4][C@@H:5]1[CH2:9][C@@H:8]([O:10][C:11]2[CH:16]=[CH:15][N:14]=[C:13]([NH:17][C@@H:18]3[C:26]4[C:21](=[CH:22][C:23]([Cl:27])=[CH:24][CH:25]=4)[C:20]([CH3:28])([CH3:29])[CH2:19]3)[CH:12]=2)[CH2:7][C@@H:6]1[OH:30])[NH2:2]. The catalyst class is: 502. (7) Reactant: N(C(OC(C)C)=O)=NC(OC(C)C)=O.[OH:15][C:16]1[CH:17]=[N:18][C:19]([N:22]2[CH2:27][CH2:26][N:25]([C:28]([O:30][C:31]([CH3:34])([CH3:33])[CH3:32])=[O:29])[CH2:24][CH2:23]2)=[N:20][CH:21]=1.C1(P(C2C=CC=CC=2)C2C=CC=CC=2)C=CC=CC=1.[Cl:54][C:55]1[N:60]=[CH:59][C:58]([CH2:61]O)=[CH:57][N:56]=1. Product: [Cl:54][C:55]1[N:60]=[CH:59][C:58]([CH2:61][O:15][C:16]2[CH:21]=[N:20][C:19]([N:22]3[CH2:23][CH2:24][N:25]([C:28]([O:30][C:31]([CH3:34])([CH3:33])[CH3:32])=[O:29])[CH2:26][CH2:27]3)=[N:18][CH:17]=2)=[CH:57][N:56]=1. The catalyst class is: 1.